Dataset: Reaction yield outcomes from USPTO patents with 853,638 reactions. Task: Predict the reaction yield, written as a fraction of the theoretical maximum amount of product (1.0 means a 100% yield; for example, 0.34 means a 34% yield). (1) The reactants are [CH3:1][C:2]1[CH:8]=[CH:7][CH:6]=[C:5]([CH3:9])[C:3]=1[NH2:4].C(N(CC)CC)C.O1CCCC1.[Br:22][C:23]1[CH:24]=[C:25]([CH:29]=[CH:30][CH:31]=1)[C:26](Cl)=[O:27]. The catalyst is C(Cl)(Cl)Cl. The product is [CH3:1][C:2]1[CH:8]=[CH:7][CH:6]=[C:5]([CH3:9])[C:3]=1[NH:4][C:26](=[O:27])[C:25]1[CH:29]=[CH:30][CH:31]=[C:23]([Br:22])[CH:24]=1. The yield is 0.530. (2) The reactants are C([O:5][C:6](=O)[NH:7][C:8]1[S:9][C:10]2[C:16]([C:17]3[CH:22]=[CH:21][CH:20]=[CH:19][CH:18]=3)=[CH:15][CH:14]=[C:13]([O:23][CH3:24])[C:11]=2[N:12]=1)(C)(C)C.[NH2:26][CH2:27][CH2:28][N:29]1[CH:33]=[CH:32][N:31]=[CH:30]1.[ClH:34].CCO. No catalyst specified. The product is [ClH:34].[N:29]1([CH2:28][CH2:27][NH:26][C:6]([NH:7][C:8]2[S:9][C:10]3[C:16]([C:17]4[CH:22]=[CH:21][CH:20]=[CH:19][CH:18]=4)=[CH:15][CH:14]=[C:13]([O:23][CH3:24])[C:11]=3[N:12]=2)=[O:5])[CH:33]=[CH:32][N:31]=[CH:30]1. The yield is 0.650. (3) The reactants are [F:1][C:2]1[CH:7]=[CH:6][C:5]([C:8]2[S:9][C:10]([C:13]([NH:21]C(=O)C)([C:15]3[CH:20]=[CH:19][N:18]=[CH:17][CH:16]=3)[CH3:14])=[CH:11][N:12]=2)=[CH:4][CH:3]=1.Cl.[OH-].[Na+]. No catalyst specified. The product is [F:1][C:2]1[CH:7]=[CH:6][C:5]([C:8]2[S:9][C:10]([C:13]([C:15]3[CH:16]=[CH:17][N:18]=[CH:19][CH:20]=3)([NH2:21])[CH3:14])=[CH:11][N:12]=2)=[CH:4][CH:3]=1. The yield is 0.380.